Dataset: Forward reaction prediction with 1.9M reactions from USPTO patents (1976-2016). Task: Predict the product of the given reaction. (1) Given the reactants [F:1][C:2]1[CH:3]=[C:4]2[C:9](=[CH:10][C:11]=1[OH:12])[CH2:8][CH:7]([C:13]([OH:15])=[O:14])[CH2:6][CH2:5]2.S(=O)(=O)(O)O.[CH3:21]O, predict the reaction product. The product is: [F:1][C:2]1[CH:3]=[C:4]2[C:9](=[CH:10][C:11]=1[OH:12])[CH2:8][CH:7]([C:13]([O:15][CH3:21])=[O:14])[CH2:6][CH2:5]2. (2) Given the reactants Br[C:2]1[CH:3]=[C:4]([F:11])[C:5]2[N:9]=[CH:8][NH:7][C:6]=2[CH:10]=1.[C:12](=O)([O-:14])[O-:13].[Na+].[Na+].C(OCC)(=O)C, predict the reaction product. The product is: [F:11][C:4]1[C:5]2[N:9]=[CH:8][NH:7][C:6]=2[CH:10]=[C:2]([C:12]([OH:14])=[O:13])[CH:3]=1. (3) Given the reactants [N+:1]([C:4]1[CH:5]=[C:6]([CH:9]=[CH:10][C:11]=1[CH3:12])[CH2:7]Br)([O-:3])=[O:2].[H-].[Na+].[F:15][C:16]([F:25])([F:24])[CH2:17][CH2:18][CH:19]([C:22]#[N:23])[C:20]#[N:21], predict the reaction product. The product is: [N+:1]([C:4]1[CH:5]=[C:6]([CH:9]=[CH:10][C:11]=1[CH3:12])[CH2:7][C:19]([CH2:18][CH2:17][C:16]([F:15])([F:24])[F:25])([C:20]#[N:21])[C:22]#[N:23])([O-:3])=[O:2].